Task: Predict which catalyst facilitates the given reaction.. Dataset: Catalyst prediction with 721,799 reactions and 888 catalyst types from USPTO (1) Reactant: I[C:2]1[CH:7]=[C:6]([CH3:8])[C:5]([C:9]2[C:14]([CH3:15])=[CH:13][N:12]=[CH:11][C:10]=2[CH3:16])=[C:4]([CH3:17])[CH:3]=1.[CH:18]([C:20]1[CH:25]=[CH:24][C:23]([CH:26]([C:29]#[N:30])[C:27]#[N:28])=[CH:22][CH:21]=1)=[CH2:19].C1C=CC(P(C2C=CC=CC=2)C2C=CC=CC=2)=CC=1. Product: [CH3:16][C:10]1[CH:11]=[N:12][CH:13]=[C:14]([CH3:15])[C:9]=1[C:5]1[C:6]([CH3:8])=[CH:7][C:2]([CH:19]=[CH:18][C:20]2[CH:25]=[CH:24][C:23]([CH:26]([C:27]#[N:28])[C:29]#[N:30])=[CH:22][CH:21]=2)=[CH:3][C:4]=1[CH3:17]. The catalyst class is: 318. (2) Reactant: [O:1]1[CH2:6][CH:5]=[C:4]([C:7]2[CH:13]=[CH:12][C:10]([NH2:11])=[C:9]([O:14][CH3:15])[CH:8]=2)[CH2:3][CH2:2]1.[H][H].C[CH2:19][OH:20]. Product: [CH3:15][O:14][C:9]1[CH:8]=[C:7]([CH:4]2[CH2:3][CH2:2][O:1][CH2:6][CH2:5]2)[CH:13]=[CH:12][C:10]=1[NH:11][CH:19]=[O:20]. The catalyst class is: 45. (3) Reactant: C(OC([NH:8][C:9]1[CH:14]=[C:13]([CH2:15][C:16]([C:18]2[CH:23]=[CH:22][CH:21]=[C:20]([CH3:24])[CH:19]=2)=[O:17])[CH:12]=[CH:11][N:10]=1)=O)(C)(C)C.[Br:25]Br. Product: [BrH:25].[NH2:8][C:9]1[CH:14]=[C:13]([CH:15]([Br:25])[C:16]([C:18]2[CH:23]=[CH:22][CH:21]=[C:20]([CH3:24])[CH:19]=2)=[O:17])[CH:12]=[CH:11][N:10]=1. The catalyst class is: 15.